Dataset: Catalyst prediction with 721,799 reactions and 888 catalyst types from USPTO. Task: Predict which catalyst facilitates the given reaction. (1) Reactant: CO[CH:3]1[CH2:7]CC[CH2:4]1.Br[C:9]1[CH:14]=[CH:13][C:12]([Br:15])=[CH:11][CH:10]=1.C([Mg]Cl)(C)C.O1CCCC1.C([Li])CCC.CCCCCC.C(Br)C=C.[Cl-].[NH4+]. Product: [CH2:7]([C:9]1[CH:14]=[CH:13][C:12]([Br:15])=[CH:11][CH:10]=1)[CH:3]=[CH2:4]. The catalyst class is: 27. (2) Reactant: CS[C:3]1[S:7][C:6]([C:8]#[N:9])=[C:5]2[CH2:10][CH2:11][CH2:12][C:13](=[O:14])[C:4]=12.[CH3:15][NH:16][CH3:17]. Product: [CH3:15][N:16]([CH3:17])[C:3]1[S:7][C:6]([C:8]#[N:9])=[C:5]2[CH2:10][CH2:11][CH2:12][C:13](=[O:14])[C:4]=12. The catalyst class is: 1.